Predict the reaction yield, written as a fraction of the theoretical maximum amount of product (1.0 means a 100% yield; for example, 0.34 means a 34% yield). From a dataset of Reaction yield outcomes from USPTO patents with 853,638 reactions. (1) The reactants are [CH3:1][O:2][C:3]1[C:8]([CH:9]=[CH2:10])=[CH:7][CH:6]=[CH:5][C:4]=1[CH3:11].[OH-].[Na+].O.[CH:15]([Cl:18])(Cl)[Cl:16]. The catalyst is [Cl-].C([N+](CC)(CC)CC)C1C=CC=CC=1. The product is [Cl:16][C:15]1([Cl:18])[CH2:10][CH:9]1[C:8]1[CH:7]=[CH:6][CH:5]=[C:4]([CH3:11])[C:3]=1[O:2][CH3:1]. The yield is 0.824. (2) The reactants are [CH3:1][C:2]1[CH:10]=[CH:9][C:8]([N:11]([CH3:20])[S:12]([C:15]2[S:16][CH:17]=[CH:18][CH:19]=2)(=[O:14])=[O:13])=[C:7]2[C:3]=1[CH:4]=[C:5]([C:21](O)=[O:22])[NH:6]2.[CH2:24]([S:31][CH:32]([CH:35]([O:38][CH3:39])[O:36][CH3:37])[CH2:33][NH2:34])[C:25]1[CH:30]=[CH:29][CH:28]=[CH:27][CH:26]=1.C(N(C(C)C)C(C)C)C.F[P-](F)(F)(F)(F)F.N1(OC(N(C)C)=[N+](C)C)C2N=CC=CC=2N=N1. The catalyst is CN(C)C=O.C(OCC)(=O)C. The product is [CH2:24]([S:31][CH:32]([CH:35]([O:36][CH3:37])[O:38][CH3:39])[CH2:33][NH:34][C:21]([C:5]1[NH:6][C:7]2[C:3]([CH:4]=1)=[C:2]([CH3:1])[CH:10]=[CH:9][C:8]=2[N:11]([CH3:20])[S:12]([C:15]1[S:16][CH:17]=[CH:18][CH:19]=1)(=[O:13])=[O:14])=[O:22])[C:25]1[CH:30]=[CH:29][CH:28]=[CH:27][CH:26]=1. The yield is 0.970. (3) The reactants are [CH2:1]([C:9]1[CH:14]=[CH:13][C:12](I)=[CH:11][CH:10]=1)[CH2:2][CH2:3][CH2:4][CH2:5][CH2:6][CH2:7][CH3:8].C(O[N:25]1[CH2:30][CH2:29][N:28]([C:31]([O:33][C:34]([CH3:37])([CH3:36])[CH3:35])=[O:32])[CH2:27][CH2:26]1)(=O)C1C=CC=CC=1. The catalyst is C1COCC1.CCOCC.[Cl-].[Cl-].[Zn+2]. The product is [CH2:1]([C:9]1[CH:14]=[CH:13][C:12]([N:25]2[CH2:26][CH2:27][N:28]([C:31]([O:33][C:34]([CH3:37])([CH3:36])[CH3:35])=[O:32])[CH2:29][CH2:30]2)=[CH:11][CH:10]=1)[CH2:2][CH2:3][CH2:4][CH2:5][CH2:6][CH2:7][CH3:8]. The yield is 0.310. (4) The reactants are Cl[C:2]1[C:11]2[C:6](=[CH:7][C:8](OCC3CCN(C)CC3)=[C:9](OC)[CH:10]=2)[N:5]=[CH:4][N:3]=1.[CH3:23][C:24]1([CH3:36])[CH:33]=[C:32]([CH3:34])[C:31]2[C:26](=[CH:27][CH:28]=[C:29]([OH:35])[CH:30]=2)[NH:25]1. No catalyst specified. The product is [CH3:23][C:24]1([CH3:36])[CH:33]=[C:32]([CH3:34])[C:31]2[C:26](=[CH:27][CH:28]=[C:29]([O:35][C:2]3[C:11]4[C:6](=[CH:7][CH:8]=[CH:9][CH:10]=4)[N:5]=[CH:4][N:3]=3)[CH:30]=2)[NH:25]1. The yield is 0.740. (5) The reactants are [Br:1][C:2]1[C:10]2[C:9]([C:11]([O:13][CH2:14][CH3:15])=[O:12])=[CH:8][C:7](Br)=[N:6][C:5]=2[N:4]([CH:17]([CH3:19])[CH3:18])[N:3]=1.CC1(C)C(C)(C)OB([C:28]2[CH:40]=[CH:39][C:31]([CH2:32][N:33]3[CH2:38][CH2:37][O:36][CH2:35][CH2:34]3)=[CH:30][CH:29]=2)O1.C([O-])([O-])=O.[Na+].[Na+].CO.C(Cl)Cl. The catalyst is O1CCOCC1.C1C=CC([P]([Pd]([P](C2C=CC=CC=2)(C2C=CC=CC=2)C2C=CC=CC=2)([P](C2C=CC=CC=2)(C2C=CC=CC=2)C2C=CC=CC=2)[P](C2C=CC=CC=2)(C2C=CC=CC=2)C2C=CC=CC=2)(C2C=CC=CC=2)C2C=CC=CC=2)=CC=1. The product is [Br:1][C:2]1[C:10]2[C:9]([C:11]([O:13][CH2:14][CH3:15])=[O:12])=[CH:8][C:7]([C:28]3[CH:29]=[CH:30][C:31]([CH2:32][N:33]4[CH2:38][CH2:37][O:36][CH2:35][CH2:34]4)=[CH:39][CH:40]=3)=[N:6][C:5]=2[N:4]([CH:17]([CH3:19])[CH3:18])[N:3]=1. The yield is 0.671.